From a dataset of Peptide-MHC class II binding affinity with 134,281 pairs from IEDB. Regression. Given a peptide amino acid sequence and an MHC pseudo amino acid sequence, predict their binding affinity value. This is MHC class II binding data. (1) The peptide sequence is RRRQLLNLDVLCLSS. The MHC is H-2-IAb with pseudo-sequence H-2-IAb. The binding affinity (normalized) is 0.0726. (2) The peptide sequence is DHTNFKYNYSVIEGG. The MHC is DRB1_1302 with pseudo-sequence DRB1_1302. The binding affinity (normalized) is 0.621. (3) The peptide sequence is SYTIVSSLGVDDVGT. The MHC is DRB1_0404 with pseudo-sequence DRB1_0404. The binding affinity (normalized) is 0.699. (4) The peptide sequence is TMLLGMLMICSAA. The MHC is DRB3_0202 with pseudo-sequence DRB3_0202. The binding affinity (normalized) is 0.00954. (5) The peptide sequence is NRRLRTAVLAPTRVVAA. The MHC is DRB1_1101 with pseudo-sequence DRB1_1101. The binding affinity (normalized) is 0.466. (6) The peptide sequence is IHIGDSSKVTITDTT. The MHC is HLA-DQA10104-DQB10503 with pseudo-sequence HLA-DQA10104-DQB10503. The binding affinity (normalized) is 0.0310. (7) The peptide sequence is IEFRFYKEITNVFRG. The MHC is DRB1_0901 with pseudo-sequence DRB1_0901. The binding affinity (normalized) is 0.648. (8) The peptide sequence is GNLQIVDKIDAAFKI. The MHC is DRB1_1201 with pseudo-sequence DRB1_1201. The binding affinity (normalized) is 0.737.